This data is from Volume of distribution at steady state (VDss) regression data from Lombardo et al.. The task is: Regression/Classification. Given a drug SMILES string, predict its absorption, distribution, metabolism, or excretion properties. Task type varies by dataset: regression for continuous measurements (e.g., permeability, clearance, half-life) or binary classification for categorical outcomes (e.g., BBB penetration, CYP inhibition). For this dataset (vdss_lombardo), we predict log10(VDss) (log10 of volume of distribution in L/kg). (1) The molecule is Nc1nc(Cl)nc2c1ncn2C1OC(CO)C(O)C1F. The log10(VDss) is 0.240. (2) The molecule is O=C1CCc2ccc(OCCCC[NH+]3CCN(c4cccc(Cl)c4Cl)CC3)cc2N1. The log10(VDss) is 0.690. (3) The drug is CCn1cc(C(=O)O)c(=O)c2cnc(N3CCNCC3)nc21. The log10(VDss) is -0.0600. (4) The molecule is CC(=O)Nc1ccc(O)cc1. The log10(VDss) is 0.